This data is from Full USPTO retrosynthesis dataset with 1.9M reactions from patents (1976-2016). The task is: Predict the reactants needed to synthesize the given product. Given the product [F:1][C:2]1[CH:7]=[CH:6][C:5]([C:8]2[N:9]=[C:10]3[CH:15]=[CH:14][CH:13]=[N:12][N:11]3[C:16]=2[C:17]2[CH:22]=[CH:21][N:20]=[C:19]([NH:23][C:33](=[O:40])[C:34]3[CH:39]=[CH:38][N:37]=[CH:36][CH:35]=3)[CH:18]=2)=[CH:4][C:3]=1[CH3:24], predict the reactants needed to synthesize it. The reactants are: [F:1][C:2]1[CH:7]=[CH:6][C:5]([C:8]2[N:9]=[C:10]3[CH:15]=[CH:14][CH:13]=[N:12][N:11]3[C:16]=2[C:17]2[CH:22]=[CH:21][N:20]=[C:19]([NH2:23])[CH:18]=2)=[CH:4][C:3]=1[CH3:24].C(N(CC)CC)C.Cl.[C:33](Cl)(=[O:40])[C:34]1[CH:39]=[CH:38][N:37]=[CH:36][CH:35]=1.C(=O)([O-])O.[Na+].